This data is from Kir2.1 potassium channel HTS with 301,493 compounds. The task is: Binary Classification. Given a drug SMILES string, predict its activity (active/inactive) in a high-throughput screening assay against a specified biological target. (1) The compound is FC(F)(F)c1cc(n2nnc(c2N)C(=O)NCc2ccc(OC)cc2)ccc1. The result is 0 (inactive). (2) The molecule is S(=O)(=O)(NCCN1CCOCC1)c1c(ccc(c1)C)C. The result is 0 (inactive). (3) The drug is S=C1N(NC(=O)c2cc(F)ccc2)C(C(=O)N1c1ccc(cc1)C(OCC)=O)CC(=O)N. The result is 0 (inactive). (4) The compound is Fc1c2oc(C(=O)N(C(C)C)Cc3n(ccn3)C)c(c2ccc1)C. The result is 0 (inactive).